From a dataset of Forward reaction prediction with 1.9M reactions from USPTO patents (1976-2016). Predict the product of the given reaction. (1) Given the reactants Br[C:2]1[CH:3]=[C:4]2[C:8](=[CH:9][C:10]=1[Cl:11])[NH:7][C:6]([CH2:12][C:13]1[CH:14]=[CH:15][C:16]([CH3:23])=[C:17]([CH:22]=1)[C:18]([O:20][CH3:21])=[O:19])=[CH:5]2.CC1(C)C(C)(C)OB([C:32]2[CH:37]=[CH:36][C:35]([N:38]3[CH2:42][CH2:41][CH2:40][CH2:39]3)=[CH:34][CH:33]=2)O1.C([O-])([O-])=O.[Na+].[Na+], predict the reaction product. The product is: [Cl:11][C:10]1[CH:9]=[C:8]2[C:4]([CH:5]=[C:6]([CH2:12][C:13]3[CH:14]=[CH:15][C:16]([CH3:23])=[C:17]([CH:22]=3)[C:18]([O:20][CH3:21])=[O:19])[NH:7]2)=[CH:3][C:2]=1[C:32]1[CH:33]=[CH:34][C:35]([N:38]2[CH2:39][CH2:40][CH2:41][CH2:42]2)=[CH:36][CH:37]=1. (2) Given the reactants [C:1]1([SH:7])[CH:6]=[CH:5][CH:4]=[CH:3][CH:2]=1.[H-].[Na+].[CH2:10]([C:14]1[N:15]([CH2:28][CH2:29][CH2:30]Cl)[C:16]2[C:25]3[CH:24]=[CH:23][CH:22]=[CH:21][C:20]=3[N:19]=[C:18]([NH2:26])[C:17]=2[N:27]=1)[CH2:11][CH2:12][CH3:13], predict the reaction product. The product is: [CH2:10]([C:14]1[N:15]([CH2:28][CH2:29][CH2:30][S:7][C:1]2[CH:6]=[CH:5][CH:4]=[CH:3][CH:2]=2)[C:16]2[C:25]3[CH:24]=[CH:23][CH:22]=[CH:21][C:20]=3[N:19]=[C:18]([NH2:26])[C:17]=2[N:27]=1)[CH2:11][CH2:12][CH3:13].